From a dataset of Full USPTO retrosynthesis dataset with 1.9M reactions from patents (1976-2016). Predict the reactants needed to synthesize the given product. (1) Given the product [CH3:1][O:2][C:3](=[O:12])[C:4]1[CH:5]=[C:6]([NH:11][C:13](=[O:17])[CH:14]([CH3:16])[CH3:15])[CH:7]=[C:8]([Cl:10])[CH:9]=1, predict the reactants needed to synthesize it. The reactants are: [CH3:1][O:2][C:3](=[O:12])[C:4]1[CH:9]=[C:8]([Cl:10])[CH:7]=[C:6]([NH2:11])[CH:5]=1.[C:13](Cl)(=[O:17])[CH:14]([CH3:16])[CH3:15].C(N(CC)CC)C. (2) Given the product [CH3:25][N:2]([CH3:1])[C:3]1([C:19]2[CH:20]=[CH:21][CH:22]=[CH:23][CH:24]=2)[CH2:4][CH2:5][CH:6]([C:9]2[NH:10][C:11]3[C:16]([C:17]=2[CH3:18])=[CH:15][CH:14]=[CH:13][CH:12]=3)[CH2:7][CH2:8]1, predict the reactants needed to synthesize it. The reactants are: [CH3:1][N:2]([CH3:25])[C:3]1([C:19]2[CH:24]=[CH:23][CH:22]=[CH:21][CH:20]=2)[CH2:8][CH2:7][C:6]([C:9]2[NH:10][C:11]3[C:16]([C:17]=2[CH3:18])=[CH:15][CH:14]=[CH:13][CH:12]=3)=[CH:5][CH2:4]1. (3) Given the product [CH3:14][O:13][C:8]1[CH:7]=[C:6]2[C:11]([CH:12]=[C:3]([CH2:2][C:16]#[N:17])[C:4]([CH3:15])=[N:5]2)=[CH:10][CH:9]=1, predict the reactants needed to synthesize it. The reactants are: Cl[CH2:2][C:3]1[C:4]([CH3:15])=[N:5][C:6]2[C:11]([CH:12]=1)=[CH:10][CH:9]=[C:8]([O:13][CH3:14])[CH:7]=2.[C-:16]#[N:17].[Na+].[C-]#N.[K+]. (4) Given the product [CH:13]([C:16]1[CH:21]=[CH:20][CH:19]=[C:18]([CH:22]([CH3:24])[CH3:23])[C:17]=1[NH:25][C:26](=[O:43])[CH2:27][N:28]1[CH2:29][C:30]2([CH2:31][CH2:32][CH2:33][CH2:34][CH2:35]2)[N:36]([C:37]2[CH:42]=[CH:41][CH:40]=[CH:39][CH:38]=2)[C:2]1=[O:4])([CH3:14])[CH3:15], predict the reactants needed to synthesize it. The reactants are: Cl[C:2](Cl)([O:4]C(=O)OC(Cl)(Cl)Cl)Cl.[CH:13]([C:16]1[CH:21]=[CH:20][CH:19]=[C:18]([CH:22]([CH3:24])[CH3:23])[C:17]=1[NH:25][C:26](=[O:43])[CH2:27][NH:28][CH2:29][C:30]1([NH:36][C:37]2[CH:42]=[CH:41][CH:40]=[CH:39][CH:38]=2)[CH2:35][CH2:34][CH2:33][CH2:32][CH2:31]1)([CH3:15])[CH3:14].C(N(C(C)C)CC)(C)C.O. (5) Given the product [Br:13][CH2:14][CH2:26][CH2:24][CH2:27][O:10][C:6]1[CH:5]=[C:4]2[C:9](=[CH:8][CH:7]=1)[CH2:1][CH2:2][CH2:3]2, predict the reactants needed to synthesize it. The reactants are: [CH2:1]1[C:9]2[C:4](=[CH:5][C:6]([OH:10])=[CH:7][CH:8]=2)[CH2:3][CH2:2]1.[OH-].[Na+].[Br:13][CH:14](C)C(Br)C.S([O-])(O)(=O)=O.[C:24]([NH3+])([CH3:27])([CH3:26])C. (6) The reactants are: Br[C:2]1[CH:3]=[CH:4][C:5]([NH:8][C:9]2[N:10]=[N:11][N:12]([CH3:14])[N:13]=2)=[N:6][CH:7]=1.[F:15][C:16]1[CH:17]=[C:18]([N:31]2[CH2:35][C@H:34]([CH2:36][OH:37])[O:33][C:32]2=[O:38])[CH:19]=[CH:20][C:21]=1B1OC(C)(C)C(C)(C)O1.C(=O)([O-])[O-].[Cs+].[Cs+]. Given the product [F:15][C:16]1[CH:17]=[C:18]([N:31]2[CH2:35][C@H:34]([CH2:36][OH:37])[O:33][C:32]2=[O:38])[CH:19]=[CH:20][C:21]=1[C:2]1[CH:7]=[N:6][C:5]([NH:8][C:9]2[N:10]=[N:11][N:12]([CH3:14])[N:13]=2)=[CH:4][CH:3]=1, predict the reactants needed to synthesize it. (7) The reactants are: Cl[C:2]1[CH:7]=[CH:6][N:5]=[C:4]([NH2:8])[CH:3]=1.[NH:9]1[CH2:14][CH2:13][O:12][CH2:11][CH2:10]1. Given the product [O:12]1[CH2:13][CH2:14][N:9]([C:2]2[CH:7]=[CH:6][N:5]=[C:4]([NH2:8])[CH:3]=2)[CH2:10][CH2:11]1, predict the reactants needed to synthesize it.